This data is from Reaction yield outcomes from USPTO patents with 853,638 reactions. The task is: Predict the reaction yield, written as a fraction of the theoretical maximum amount of product (1.0 means a 100% yield; for example, 0.34 means a 34% yield). (1) The reactants are [Cl:1][C:2]([Cl:28])([Cl:27])[CH2:3][O:4][C:5]([C@@H:7]1[CH2:12][CH2:11][CH2:10][N:9]([C:13]([O:15]C(C)(C)C)=O)[N:8]1C(OC(C)(C)C)=O)=[O:6].FC(F)(F)C(O)=O.[C:36]([O:40][C:41]([NH:43][C@@H:44]([CH2:48][O:49][Si:50]([C:63]([CH3:66])([CH3:65])[CH3:64])([C:57]1[CH:62]=[CH:61][CH:60]=[CH:59][CH:58]=1)[C:51]1[CH:56]=[CH:55][CH:54]=[CH:53][CH:52]=1)C(O)=O)=[O:42])([CH3:39])([CH3:38])[CH3:37].C(N(CC)C(C)C)(C)C.F[P-](F)(F)(F)(F)F.N1(OC(N(C)C)=[N+](C)C)C2C=CC=CC=2N=N1. The catalyst is ClCCl.C(#N)C. The product is [Cl:28][C:2]([Cl:1])([Cl:27])[CH2:3][O:4][C:5]([C@@H:7]1[CH2:12][CH2:11][CH2:10][N:9]([C:13](=[O:15])[C@@H:44]([NH:43][C:41]([O:40][C:36]([CH3:39])([CH3:38])[CH3:37])=[O:42])[CH2:48][O:49][Si:50]([C:63]([CH3:66])([CH3:65])[CH3:64])([C:57]2[CH:58]=[CH:59][CH:60]=[CH:61][CH:62]=2)[C:51]2[CH:56]=[CH:55][CH:54]=[CH:53][CH:52]=2)[NH:8]1)=[O:6]. The yield is 0.490. (2) The reactants are [OH:1][C@H:2]1[CH2:6][N:5]([C:7]([O:9][CH2:10][C:11]2[CH:16]=[CH:15][CH:14]=[CH:13][CH:12]=2)=[O:8])[C@@H:4]([C:17]([O:19][CH3:20])=[O:18])[CH2:3]1.C1(P(C2C=CC=CC=2)C2C=CC=CC=2)C=CC=CC=1.[N+](C1C=CC(C(O)=O)=CC=1)([O-])=O.CCOC(/N=N/C(OCC)=O)=O. The catalyst is C1C=CC=CC=1. The product is [OH:1][C@@H:2]1[CH2:6][N:5]([C:7]([O:9][CH2:10][C:11]2[CH:12]=[CH:13][CH:14]=[CH:15][CH:16]=2)=[O:8])[C@@H:4]([C:17]([O:19][CH3:20])=[O:18])[CH2:3]1. The yield is 0.230. (3) The reactants are [C:1]([C:4]1[CH:9]=[CH:8][CH:7]=[CH:6][C:5]=1B(O)O)(=[O:3])[NH2:2].Cl[C:14]1[CH:23]=[CH:22][C:21]([C:24]2[CH:25]=[CH:26][C:27]3[O:31][C:30]([C:32]4[CH:37]=[CH:36][C:35]([F:38])=[CH:34][CH:33]=4)=[C:29]([C:39](=[O:42])[NH:40][CH3:41])[C:28]=3[CH:43]=2)=[CH:20][C:15]=1[C:16]([O:18][CH3:19])=[O:17].P([O-])([O-])([O-])=O.[K+].[K+].[K+].C1(P(C2CCCCC2)C2C=CC=CC=2C2C(OC)=CC=CC=2OC)CCCCC1. The catalyst is C([O-])(=O)C.[Pd+2].C([O-])(=O)C.O.O1CCOCC1. The product is [C:1]([C:4]1[CH:9]=[CH:8][CH:7]=[CH:6][C:5]=1[C:14]1[C:15]([C:16]([O:18][CH3:19])=[O:17])=[CH:20][C:21]([C:24]2[CH:25]=[CH:26][C:27]3[O:31][C:30]([C:32]4[CH:33]=[CH:34][C:35]([F:38])=[CH:36][CH:37]=4)=[C:29]([C:39](=[O:42])[NH:40][CH3:41])[C:28]=3[CH:43]=2)=[CH:22][CH:23]=1)(=[O:3])[NH2:2]. The yield is 0.360. (4) The reactants are [N+:1]([C:4]1[CH:9]=[CH:8][C:7]([N:10]2[CH2:15][CH2:14][CH:13]([CH2:16][OH:17])[CH2:12][CH2:11]2)=[CH:6][CH:5]=1)([O-:3])=[O:2].I[CH3:19].[H-].[Na+]. The catalyst is CN(C)C=O. The product is [CH3:19][O:17][CH2:16][CH:13]1[CH2:12][CH2:11][N:10]([C:7]2[CH:8]=[CH:9][C:4]([N+:1]([O-:3])=[O:2])=[CH:5][CH:6]=2)[CH2:15][CH2:14]1. The yield is 0.600. (5) The reactants are [F:1][C:2]([F:17])([F:16])[C:3]1[CH:4]=[C:5]([CH:9]=[C:10]([C:12]([F:15])([F:14])[F:13])[CH:11]=1)[C:6](Cl)=[O:7].[CH2:18]([N:25]1[C@@H:30]2[C@H:31]([C:33]#[N:34])[CH2:32][C@@:26]1([C:36]1[CH:41]=[CH:40][CH:39]=[CH:38][CH:37]=1)[C@H:27]([OH:35])[CH2:28][CH2:29]2)[C:19]1[CH:24]=[CH:23][CH:22]=[CH:21][CH:20]=1.C(N(CC)CC)C. The catalyst is ClCCl. The product is [CH2:18]([N:25]1[C@@H:30]2[C@H:31]([C:33]#[N:34])[CH2:32][C@@:26]1([C:36]1[CH:41]=[CH:40][CH:39]=[CH:38][CH:37]=1)[C@H:27]([O:35][C:6](=[O:7])[C:5]1[CH:9]=[C:10]([C:12]([F:13])([F:14])[F:15])[CH:11]=[C:3]([C:2]([F:1])([F:16])[F:17])[CH:4]=1)[CH2:28][CH2:29]2)[C:19]1[CH:20]=[CH:21][CH:22]=[CH:23][CH:24]=1. The yield is 0.930. (6) The reactants are [CH2:1]([C:3]([CH2:8][OH:9])([CH2:6][OH:7])[CH2:4][CH3:5])[OH:2].CO[CH:12](OC)[CH3:13].[CH2:16](N(CC)CC)C. The catalyst is O1CCCC1.[NH4+].[NH4+].[O-][Mo]([O-])(=O)=O.O.C1(C)C=CC(S(O)(=O)=O)=CC=1. The product is [CH2:4]([C:3]1([CH2:8][OH:9])[CH2:6][O:7][C:12]([CH3:13])([CH3:16])[O:2][CH2:1]1)[CH3:5]. The yield is 0.950. (7) The reactants are C([O:3][C:4](=O)[CH2:5][N:6]1[CH:10]=[C:9]([C:11]2[CH:32]=[CH:31][C:14]3[C:15]4[N:16]=[C:17]([C:23]5[N:24]([CH:28]([CH3:30])[CH3:29])[N:25]=[CH:26][N:27]=5)[S:18][C:19]=4[CH2:20][CH2:21][O:22][C:13]=3[CH:12]=2)[CH:8]=[N:7]1)C.[H-].[H-].[H-].[H-].[Li+].[Al+3]. The catalyst is C1COCC1. The product is [CH:28]([N:24]1[C:23]([C:17]2[S:18][C:19]3[CH2:20][CH2:21][O:22][C:13]4[CH:12]=[C:11]([C:9]5[CH:8]=[N:7][N:6]([CH2:5][CH2:4][OH:3])[CH:10]=5)[CH:32]=[CH:31][C:14]=4[C:15]=3[N:16]=2)=[N:27][CH:26]=[N:25]1)([CH3:30])[CH3:29]. The yield is 0.430.